Dataset: Full USPTO retrosynthesis dataset with 1.9M reactions from patents (1976-2016). Task: Predict the reactants needed to synthesize the given product. (1) Given the product [F:47][C:35]1[CH:36]=[C:37]([N:40]2[CH:45]=[CH:44][CH:43]=[CH:42][C:41]2=[O:46])[CH:38]=[CH:39][C:34]=1[NH:33][C:32]([CH2:31][N:29]1[C@H:28]([CH2:49][OH:50])[CH2:27][C@@H:26]([NH:25][C:23]([C:21]2[S:22][C:18]([Cl:17])=[CH:19][CH:20]=2)=[O:24])[CH2:30]1)=[O:48], predict the reactants needed to synthesize it. The reactants are: N1C(Cl)=NC(Cl)=NC=1Cl.CN1CCOCC1.[Cl:17][C:18]1[S:22][C:21]([C:23]([NH:25][C@H:26]2[CH2:30][N:29]([CH2:31][C:32](=[O:48])[NH:33][C:34]3[CH:39]=[CH:38][C:37]([N:40]4[CH:45]=[CH:44][CH:43]=[CH:42][C:41]4=[O:46])=[CH:36][C:35]=3[F:47])[C@H:28]([C:49](O)=[O:50])[CH2:27]2)=[O:24])=[CH:20][CH:19]=1. (2) Given the product [O:21]1[CH2:22][CH2:23][CH2:24][CH2:25][CH:20]1[O:19][CH2:18][CH2:17][O:13][C:10]1[CH:9]=[CH:8][C:7]([N:4]2[CH2:3][CH2:2][O:1][CH2:6][CH2:5]2)=[CH:12][CH:11]=1, predict the reactants needed to synthesize it. The reactants are: [O:1]1[CH2:6][CH2:5][N:4]([C:7]2[CH:12]=[CH:11][C:10]([OH:13])=[CH:9][CH:8]=2)[CH2:3][CH2:2]1.[H-].[Na+].Br[CH2:17][CH2:18][O:19][CH:20]1[CH2:25][CH2:24][CH2:23][CH2:22][O:21]1.